From a dataset of Full USPTO retrosynthesis dataset with 1.9M reactions from patents (1976-2016). Predict the reactants needed to synthesize the given product. (1) Given the product [NH2:1][CH2:2][C@@H:3]([C:12]1[CH:21]=[CH:20][C:19]([OH:22])=[C:18]2[C:13]=1[CH:14]=[CH:15][C:16](=[O:23])[NH:17]2)[OH:4], predict the reactants needed to synthesize it. The reactants are: [NH2:1][CH2:2][C@@H:3]([C:12]1[CH:21]=[CH:20][C:19]([OH:22])=[C:18]2[C:13]=1[CH:14]=[CH:15][C:16](=[O:23])[NH:17]2)[O:4][Si](C(C)(C)C)(C)C.N(C[C@@H](C1C=CC(OCC2C=CC=CC=2)=C2C=1C=CC(=O)N2)O)=[N+]=[N-]. (2) Given the product [F:7][C:8]1[CH:16]=[CH:15][C:14]([CH3:17])=[CH:13][C:9]=1[CH2:10][OH:11], predict the reactants needed to synthesize it. The reactants are: [H-].[Al+3].[Li+].[H-].[H-].[H-].[F:7][C:8]1[CH:16]=[CH:15][C:14]([CH3:17])=[CH:13][C:9]=1[C:10](O)=[O:11]. (3) Given the product [CH2:24]([O:23][C:21]([C:20]1[N:19]([CH2:26][C:27]2[CH:32]=[CH:31][C:30]([O:33][CH3:34])=[CH:29][C:28]=2[O:35][CH3:36])[CH2:18][C:6]2[C:5]([C:4]=1[OH:37])=[CH:10][CH:50]=[C:54]([O:53][C:52]1[CH:51]=[CH:7][CH:6]=[CH:5][CH:4]=1)[CH:7]=2)=[O:22])[CH3:25], predict the reactants needed to synthesize it. The reactants are: C(O[C:4](=[O:37])[C:5]1[CH:10]=CC(OC2C=CC=CC=2)=[CH:7][C:6]=1[CH2:18][N:19]([CH2:26][C:27]1[CH:32]=[CH:31][C:30]([O:33][CH3:34])=[CH:29][C:28]=1[O:35][CH3:36])[CH2:20][C:21]([O:23][CH2:24][CH3:25])=[O:22])C.C[Si]([N-][Si](C)(C)C)(C)C.[Li+].[Cl-].[NH4+].[CH2:50]1[CH2:54][O:53][CH2:52][CH2:51]1.